The task is: Predict the reactants needed to synthesize the given product.. This data is from Full USPTO retrosynthesis dataset with 1.9M reactions from patents (1976-2016). (1) Given the product [CH3:16][C:17]1([NH:23][C:24]2[N:25]=[CH:26][C:27]([C:30]([F:33])([F:31])[F:32])=[CH:28][N:29]=2)[CH2:21][CH2:20][CH2:19][CH:18]1[NH:22][C:13]([C:8]1[C:7]([C:2]2[N:1]=[CH:6][CH:5]=[CH:4][N:3]=2)=[CH:12][CH:11]=[CH:10][N:9]=1)=[O:15], predict the reactants needed to synthesize it. The reactants are: [N:1]1[CH:6]=[CH:5][CH:4]=[N:3][C:2]=1[C:7]1[C:8]([C:13]([OH:15])=O)=[N:9][CH:10]=[CH:11][CH:12]=1.[CH3:16][C:17]1([NH:23][C:24]2[N:29]=[CH:28][C:27]([C:30]([F:33])([F:32])[F:31])=[CH:26][N:25]=2)[CH2:21][CH2:20][CH2:19][CH:18]1[NH2:22].N1C2C(=NC=CC=2)N(O)N=1.C(Cl)CCl.CCN(C(C)C)C(C)C. (2) Given the product [N:16]1([C:21]2[CH:26]=[CH:25][C:24]([CH2:27][N:28]3[CH2:2][C:3]4[C:4](=[C:10]([OH:14])[CH:11]=[CH:12][CH:13]=4)[C:5]3=[O:7])=[CH:23][CH:22]=2)[CH:20]=[CH:19][CH:18]=[N:17]1, predict the reactants needed to synthesize it. The reactants are: Br[CH2:2][C:3]1[CH:13]=[CH:12][CH:11]=[C:10]([O:14]C)[C:4]=1[C:5]([O:7]CC)=O.[N:16]1([C:21]2[CH:26]=[CH:25][C:24]([CH2:27][NH2:28])=[CH:23][CH:22]=2)[CH:20]=[CH:19][CH:18]=[N:17]1.C(=O)([O-])[O-].[K+].[K+].O. (3) Given the product [CH2:45]([S:42]([N:39]1[CH2:38][CH2:37][CH:36]([C:27]2[C:26]3[C:30](=[C:31]([C:33]([NH2:35])=[O:34])[CH:32]=[C:24]([C:12]4[CH:11]=[N:10][CH:9]=[C:8]([CH2:7][NH:6][CH2:5][CH2:4][CH2:3][O:2][CH3:1])[CH:13]=4)[CH:25]=3)[NH:29][CH:28]=2)[CH2:41][CH2:40]1)(=[O:44])=[O:43])[CH3:46], predict the reactants needed to synthesize it. The reactants are: [CH3:1][O:2][CH2:3][CH2:4][CH2:5][NH:6][CH2:7][C:8]1[CH:9]=[N:10][CH:11]=[C:12](B2OC(C)(C)C(C)(C)O2)[CH:13]=1.Br[C:24]1[CH:25]=[C:26]2[C:30](=[C:31]([C:33]([NH2:35])=[O:34])[CH:32]=1)[NH:29][CH:28]=[C:27]2[CH:36]1[CH2:41][CH2:40][N:39]([S:42]([CH2:45][CH3:46])(=[O:44])=[O:43])[CH2:38][CH2:37]1.C(=O)([O-])[O-].[K+].[K+].